From a dataset of Reaction yield outcomes from USPTO patents with 853,638 reactions. Predict the reaction yield, written as a fraction of the theoretical maximum amount of product (1.0 means a 100% yield; for example, 0.34 means a 34% yield). (1) The reactants are [NH2:1][C:2]1[NH:7][C:6](=[O:8])[C:5]([Br:9])=[C:4]([C:10]2[CH:15]=[CH:14][CH:13]=[CH:12][CH:11]=2)[N:3]=1.CCN(CC)CC.[C:23](O[C:23]([O:24][CH2:25][CH3:26])=[O:27])(=[O:27])[O:24][CH2:25][CH3:26]. The catalyst is CN(C=O)C. The product is [CH2:25]([O:24][C:23](=[O:27])[NH:1][C:2]1[NH:7][C:6](=[O:8])[C:5]([Br:9])=[C:4]([C:10]2[CH:15]=[CH:14][CH:13]=[CH:12][CH:11]=2)[N:3]=1)[CH3:26]. The yield is 0.170. (2) The reactants are [I-].[CH3:2][S+](C)(C)=O.[H-].[Na+].[NH:9]1[C:17]2[C:12](=[CH:13][C:14](/[CH:18]=[C:19]3/[C:20](=[O:28])[NH:21][C:22]4[C:27]/3=[CH:26][CH:25]=[CH:24][CH:23]=4)=[CH:15][CH:16]=2)[CH:11]=[N:10]1. The catalyst is CN(C=O)C. The product is [NH:9]1[C:17]2[C:12](=[CH:13][C:14]([C@H:18]3[C@@:19]4([C:27]5[C:22](=[CH:23][CH:24]=[CH:25][CH:26]=5)[NH:21][C:20]4=[O:28])[CH2:2]3)=[CH:15][CH:16]=2)[CH:11]=[N:10]1. The yield is 0.180.